The task is: Predict the reactants needed to synthesize the given product.. This data is from Full USPTO retrosynthesis dataset with 1.9M reactions from patents (1976-2016). (1) Given the product [NH2:65][C:38]([C:40]1[CH:49]=[CH:48][C:47]2[C:42](=[CH:43][CH:44]=[C:45]([O:54][C@H:55]3[CH2:56][CH2:57][C@H:58]([C:61]([CH3:64])([CH3:63])[CH3:62])[CH2:59][CH2:60]3)[C:46]=2[C:50]([F:51])([F:52])[F:53])[N:41]=1)([CH3:39])[CH2:37][OH:36], predict the reactants needed to synthesize it. The reactants are: NC(C1C=CC2C(=CC=C(O[C@H]3CC[C@H](C(C)(C)C)CC3)C=2)N=1)(C)CO.C(O)(C(F)(F)F)=O.C([O:36][C:37](=O)[C:38]([NH2:65])([C:40]1[CH:49]=[CH:48][C:47]2[C:42](=[CH:43][CH:44]=[C:45]([O:54][C@H:55]3[CH2:60][CH2:59][C@H:58]([C:61]([CH3:64])([CH3:63])[CH3:62])[CH2:57][CH2:56]3)[C:46]=2[C:50]([F:53])([F:52])[F:51])[N:41]=1)[CH3:39])C. (2) Given the product [Br:1][C:2]1[CH:3]=[C:4]([NH2:13])[C:5]2[N:9]=[C:8]([CH3:10])[N:7]([CH3:11])[C:6]=2[CH:12]=1, predict the reactants needed to synthesize it. The reactants are: [Br:1][C:2]1[CH:3]=[C:4]([N+:13]([O-])=O)[C:5]2[N:9]=[C:8]([CH3:10])[N:7]([CH3:11])[C:6]=2[CH:12]=1.C.O.NN.CCCCCCC. (3) Given the product [ClH:1].[Cl:1][C:2]1[S:3][CH:4]=[C:5]([C:7]([NH2:13])=[NH:8])[N:6]=1, predict the reactants needed to synthesize it. The reactants are: [Cl:1][C:2]1[S:3][CH:4]=[C:5]([C:7]#[N:8])[N:6]=1.C[O-].[Na+].[Cl-].[NH4+:13]. (4) The reactants are: [NH2:1][C:2]1[CH:7]=[CH:6][CH:5]=[CH:4][C:3]=1[OH:8].C(N(CC)CC)C.O1CCCC1.[I:21][C:22]1[CH:30]=[CH:29][C:25]([C:26](Cl)=[O:27])=[CH:24][CH:23]=1. Given the product [I:21][C:22]1[CH:30]=[CH:29][C:25]([C:26]([NH:1][C:2]2[CH:7]=[CH:6][CH:5]=[CH:4][C:3]=2[OH:8])=[O:27])=[CH:24][CH:23]=1, predict the reactants needed to synthesize it. (5) Given the product [OH:8][N:9]([CH2:12][C@H:13]([C:14]([N:32]1[CH2:33][CH2:34][CH2:35][C@H:31]1[C:29]1[NH:28][C:27]2[CH:36]=[CH:37][C:24]([N+:21]([O-:23])=[O:22])=[CH:25][C:26]=2[N:30]=1)=[O:15])[CH2:17][CH2:18][CH2:19][CH3:20])[CH:10]=[O:11], predict the reactants needed to synthesize it. The reactants are: C([O:8][N:9]([CH2:12][C@@H:13]([CH2:17][CH2:18][CH2:19][CH3:20])[C:14](O)=[O:15])[CH:10]=[O:11])C1C=CC=CC=1.[N+:21]([C:24]1[CH:37]=[CH:36][C:27]2[NH:28][C:29]([C@@H:31]3[CH2:35][CH2:34][CH2:33][NH:32]3)=[N:30][C:26]=2[CH:25]=1)([O-:23])=[O:22].